From a dataset of Catalyst prediction with 721,799 reactions and 888 catalyst types from USPTO. Predict which catalyst facilitates the given reaction. (1) Reactant: Cl[C:2]1[N:7]=[CH:6][N:5]=[C:4]([NH:8][C:9]2[CH:14]=[CH:13][C:12]([P:15]([CH3:18])([CH3:17])=[O:16])=[CH:11][CH:10]=2)[CH:3]=1.C(N(CC)CC)C.[C:26]1([N:32]2[CH2:37][CH2:36][NH:35][CH2:34][CH2:33]2)[CH:31]=[CH:30][CH:29]=[CH:28][CH:27]=1. Product: [CH3:17][P:15]([C:12]1[CH:13]=[CH:14][C:9]([NH:8][C:4]2[CH:3]=[C:2]([N:35]3[CH2:36][CH2:37][N:32]([C:26]4[CH:31]=[CH:30][CH:29]=[CH:28][CH:27]=4)[CH2:33][CH2:34]3)[N:7]=[CH:6][N:5]=2)=[CH:10][CH:11]=1)([CH3:18])=[O:16]. The catalyst class is: 8. (2) Reactant: [F:1][C:2]1[CH:7]=[CH:6][CH:5]=[C:4]([F:8])[C:3]=1[N:9]1[C:14]2[N:15]=[C:16](S(C)(=O)=O)[N:17]=[C:18]([C:19]3[CH:24]=[CH:23][C:22]([F:25])=[CH:21][C:20]=3[CH3:26])[C:13]=2[CH:12]=[CH:11][C:10]1=[O:31].C([N:34](CC)CC)C.N. Product: [NH2:34][C:16]1[N:17]=[C:18]([C:19]2[CH:24]=[CH:23][C:22]([F:25])=[CH:21][C:20]=2[CH3:26])[C:13]2[CH:12]=[CH:11][C:10](=[O:31])[N:9]([C:3]3[C:2]([F:1])=[CH:7][CH:6]=[CH:5][C:4]=3[F:8])[C:14]=2[N:15]=1. The catalyst class is: 296.